This data is from Reaction yield outcomes from USPTO patents with 853,638 reactions. The task is: Predict the reaction yield, written as a fraction of the theoretical maximum amount of product (1.0 means a 100% yield; for example, 0.34 means a 34% yield). The reactants are [OH:1][CH2:2][C:3]([CH3:11])([CH3:10])[C:4]([NH:6][CH2:7][CH2:8][CH3:9])=[O:5].[H-].[Na+].[N+:14]([C:17]1[CH:24]=[CH:23][CH:22]=[C:21]([N+]([O-])=O)[C:18]=1[C:19]#[N:20])([O-:16])=[O:15]. The catalyst is C1COCC1. The product is [C:19]([C:18]1[C:17]([N+:14]([O-:16])=[O:15])=[CH:24][CH:23]=[CH:22][C:21]=1[O:1][CH2:2][C:3]([CH3:10])([CH3:11])[C:4]([NH:6][CH2:7][CH2:8][CH3:9])=[O:5])#[N:20]. The yield is 0.720.